Predict the reactants needed to synthesize the given product. From a dataset of Full USPTO retrosynthesis dataset with 1.9M reactions from patents (1976-2016). (1) Given the product [S:19]1[C:12]2[CH2:11][CH:10]3[CH:14]([C:13]=2[CH:17]=[CH:18]1)[CH2:15][CH2:16][NH:8][CH2:9]3, predict the reactants needed to synthesize it. The reactants are: C([N:8]1[CH2:16][CH2:15][CH:14]2[CH:10]([CH2:11][C:12]3[S:19][CH:18]=[CH:17][C:13]=32)[CH2:9]1)C1C=CC=CC=1.C([O-])([O-])=O.[K+].[K+].CC(Cl)OC(Cl)=O. (2) Given the product [CH:1]1([N:7]([CH3:26])[C:8]2[CH:13]=[CH:12][C:11]([C:14]3[CH:19]=[CH:18][CH:17]=[CH:16][C:15]=3[C:20]3[NH:24][N:23]=[N:22][N:21]=3)=[CH:10][C:9]=2[NH:25][C:28]([NH:27][C:30]2[CH:31]=[CH:32][C:33]([C:36]([F:37])([F:38])[F:39])=[CH:34][CH:35]=2)=[O:29])[CH2:2][CH2:3][CH2:4][CH2:5][CH2:6]1, predict the reactants needed to synthesize it. The reactants are: [CH:1]1([N:7]([CH3:26])[C:8]2[CH:13]=[CH:12][C:11]([C:14]3[CH:19]=[CH:18][CH:17]=[CH:16][C:15]=3[C:20]3[NH:24][N:23]=[N:22][N:21]=3)=[CH:10][C:9]=2[NH2:25])[CH2:6][CH2:5][CH2:4][CH2:3][CH2:2]1.[N:27]([C:30]1[CH:35]=[CH:34][C:33]([C:36]([F:39])([F:38])[F:37])=[CH:32][CH:31]=1)=[C:28]=[O:29]. (3) Given the product [NH4+:11].[OH-:5].[C:2]([C:3]1[S:13][C:14](=[NH:15])[N:11]([CH2:10][CH:9]([CH3:12])[CH3:8])[CH:4]=1)([CH3:7])([CH3:6])[CH3:1], predict the reactants needed to synthesize it. The reactants are: [CH3:1][C:2]([CH3:7])([CH3:6])[CH2:3][CH:4]=[O:5].[CH3:8][CH:9]([CH3:12])[CH2:10][NH2:11].[S-:13][C:14]#[N:15].[K+].II.S(S([O-])=O)([O-])(=O)=O.[Na+].[Na+]. (4) Given the product [Cl:1][C:2]1[CH:7]=[CH:6][C:5]([N:8]([C:9]2[C:14]3[N:15]([CH3:28])[C:16](=[O:27])[N:17]([CH2:18][C:19]4[CH:24]=[CH:23][C:22]([O:25][CH3:26])=[CH:21][CH:20]=4)[C:13]=3[CH:12]=[CH:11][CH:10]=2)[CH:30]([CH3:32])[CH3:31])=[CH:4][CH:3]=1, predict the reactants needed to synthesize it. The reactants are: [Cl:1][C:2]1[CH:7]=[CH:6][C:5]([NH:8][C:9]2[C:14]3[N:15]([CH3:28])[C:16](=[O:27])[N:17]([CH2:18][C:19]4[CH:24]=[CH:23][C:22]([O:25][CH3:26])=[CH:21][CH:20]=4)[C:13]=3[CH:12]=[CH:11][CH:10]=2)=[CH:4][CH:3]=1.Br[CH:30]([CH3:32])[CH3:31].CN(C)C=O.[H-].[Na+].